Dataset: CYP2C9 inhibition data for predicting drug metabolism from PubChem BioAssay. Task: Regression/Classification. Given a drug SMILES string, predict its absorption, distribution, metabolism, or excretion properties. Task type varies by dataset: regression for continuous measurements (e.g., permeability, clearance, half-life) or binary classification for categorical outcomes (e.g., BBB penetration, CYP inhibition). Dataset: cyp2c9_veith. (1) The drug is COC(=O)CSc1ncc(OC)c(OC)n1. The result is 0 (non-inhibitor). (2) The drug is CC[C@@H]1C(=O)OC[C@@H]1Cc1cncn1C. The result is 1 (inhibitor). (3) The compound is C[C@](N)(Cc1ccc(O)c(O)c1)C(=O)O. The result is 0 (non-inhibitor).